From a dataset of Forward reaction prediction with 1.9M reactions from USPTO patents (1976-2016). Predict the product of the given reaction. (1) Given the reactants C(CCC1C(CCCCCCOC2C=C(C3C=CC(F)=C(F)C=3)C=C(C(=O)N(C)C)C=2)=CC=CC=1OCCCC(O)=O)(O)=O.C([O:47][C:48](=[O:94])[CH2:49][CH2:50][CH2:51][O:52][C:53]1[CH:58]=[CH:57][CH:56]=[C:55]([CH2:59][CH2:60][CH2:61][CH2:62][CH2:63][CH2:64][O:65][C:66]2[CH:67]=[C:68]([C:81]3[CH:86]=[CH:85][CH:84]=[CH:83][CH:82]=3)[CH:69]=[C:70]([C:72]([N:74]3[CH2:78][CH2:77][C:76]([F:80])([F:79])[CH2:75]3)=[O:73])[CH:71]=2)[C:54]=1[CH2:87][CH2:88][C:89]([O:91]CC)=[O:90])C.[OH-].[Na+], predict the reaction product. The product is: [C:89]([CH2:88][CH2:87][C:54]1[C:55]([CH2:59][CH2:60][CH2:61][CH2:62][CH2:63][CH2:64][O:65][C:66]2[CH:67]=[C:68]([C:81]3[CH:82]=[CH:83][CH:84]=[CH:85][CH:86]=3)[CH:69]=[C:70]([C:72]([N:74]3[CH2:78][CH2:77][C:76]([F:80])([F:79])[CH2:75]3)=[O:73])[CH:71]=2)=[CH:56][CH:57]=[CH:58][C:53]=1[O:52][CH2:51][CH2:50][CH2:49][C:48]([OH:94])=[O:47])([OH:91])=[O:90]. (2) Given the reactants [CH3:1][O:2][C:3]1[CH:8]=[CH:7][CH:6]=[C:5]([O:9][CH3:10])[C:4]=1[CH:11]1[N:15]([CH2:16][C:17]2[CH:22]=[CH:21][C:20]([O:23][C:24]([F:27])([F:26])[F:25])=[CH:19][CH:18]=2)[C:14](=[O:28])[C:13](=[O:29])[CH2:12]1.[BH4-].[Na+], predict the reaction product. The product is: [CH3:1][O:2][C:3]1[CH:8]=[CH:7][CH:6]=[C:5]([O:9][CH3:10])[C:4]=1[CH:11]1[N:15]([CH2:16][C:17]2[CH:22]=[CH:21][C:20]([O:23][C:24]([F:25])([F:26])[F:27])=[CH:19][CH:18]=2)[C:14](=[O:28])[CH:13]([OH:29])[CH2:12]1. (3) Given the reactants [C:1]([CH:3]([NH:13][C:14](=O)[CH2:15][CH3:16])[CH2:4][O:5][CH2:6][C:7]1[CH:12]=[CH:11][CH:10]=[CH:9][CH:8]=1)#[N:2].C1(P(C2C=CC=CC=2)C2C=CC=CC=2)C=CC=CC=1.C(Cl)(Cl)(Cl)[Cl:38], predict the reaction product. The product is: [Cl:38][C:1]1[N:2]=[C:14]([CH2:15][CH3:16])[NH:13][C:3]=1[CH2:4][O:5][CH2:6][C:7]1[CH:12]=[CH:11][CH:10]=[CH:9][CH:8]=1. (4) The product is: [NH2:16][C:15]1[N:17]=[C:18]([OH:19])[C:20]2[C:13](=[N:12][CH:11]=[C:10]([CH2:9][NH:8][C:7]3[CH:22]=[CH:23][C:4]([C:3]([NH:33][C@H:34]([C:59]([O:61][C:62]([CH3:65])([CH3:64])[CH3:63])=[O:60])[CH2:35][CH2:36][C:37](=[O:58])[NH:38][CH2:39][CH2:40][O:41][CH2:42][CH2:43][O:44][CH2:45][CH2:46][O:47][CH2:48][CH2:49][NH:50][C:51](=[O:57])[O:52][C:53]([CH3:54])([CH3:55])[CH3:56])=[O:24])=[CH:5][CH:6]=3)[N:21]=2)[N:14]=1. Given the reactants Cl.Cl.[C:3](O)(=[O:24])[C:4]1[CH:23]=[CH:22][C:7]([NH:8][CH2:9][C:10]2[N:21]=[C:20]3[C:13]([N:14]=[C:15]([NH:17][C:18]3=[O:19])[NH2:16])=[N:12][CH:11]=2)=[CH:6][CH:5]=1.C(N(CC)CC)C.[NH2:33][C@H:34]([C:59]([O:61][C:62]([CH3:65])([CH3:64])[CH3:63])=[O:60])[CH2:35][CH2:36][C:37](=[O:58])[NH:38][CH2:39][CH2:40][O:41][CH2:42][CH2:43][O:44][CH2:45][CH2:46][O:47][CH2:48][CH2:49][NH:50][C:51](=[O:57])[O:52][C:53]([CH3:56])([CH3:55])[CH3:54], predict the reaction product. (5) The product is: [CH2:1]1[CH2:30][O:29][C:3]2([CH2:20][CH2:19][C@:18]34[O:21][C@:5]3([CH2:6][CH2:7][C@@H:8]3[C:17]4=[CH:16][CH2:15][C@@:13]4([CH3:14])[C@H:9]3[CH2:10][CH2:11][C@@:12]4([OH:28])[C:51]([F:57])([F:56])[C:52]([F:55])([F:54])[F:53])[CH2:4]2)[O:2]1. Given the reactants [CH2:1]1[CH2:30][O:29][C:3]2([CH2:20][CH2:19][C@:18]34[O:21][C@:5]3([CH2:6][CH2:7][C@@H:8]3[C:17]4=[CH:16][CH2:15][C@@:13]4([CH3:14])[C@H:9]3[CH2:10][CH2:11][C@@:12]4([OH:28])CC(F)=C(F)F)[CH2:4]2)[O:2]1.C1COC2(CCC3C4[C@H]([C@H]5[C@@](CC=4)(C)[C@](O)([C:51]([F:57])([F:56])[C:52]([F:55])([F:54])[F:53])CC5)CCC=3C2)O1.OO.FC(F)(F)C(C(F)(F)F)=O, predict the reaction product. (6) The product is: [S:3]1[C:4]2[CH:10]=[CH:9][CH:8]=[CH:7][C:5]=2[N:6]=[C:2]1[NH:11][C:12]1[CH:17]=[CH:16][C:15]([OH:18])=[CH:14][CH:13]=1. Given the reactants Cl[C:2]1[S:3][C:4]2[CH:10]=[CH:9][CH:8]=[CH:7][C:5]=2[N:6]=1.[NH2:11][C:12]1[CH:17]=[CH:16][C:15]([OH:18])=[CH:14][CH:13]=1, predict the reaction product. (7) The product is: [NH2:22][C:5]1[N:4]=[CH:3][C:2]([Br:1])=[C:11]2[C:6]=1[CH:7]=[CH:8][C:9]([C:12]([N:14]1[CH2:18][CH2:17][C:16]([F:20])([F:19])[CH2:15]1)=[O:13])=[N:10]2. Given the reactants [Br:1][C:2]1[CH:3]=[N+:4]([O-])[CH:5]=[C:6]2[C:11]=1[N:10]=[C:9]([C:12]([N:14]1[CH2:18][CH2:17][C:16]([F:20])([F:19])[CH2:15]1)=[O:13])[CH:8]=[CH:7]2.[N:22]1C=CC=CC=1.C1(C)C=CC(S(Cl)(=O)=O)=CC=1.C(CN)O, predict the reaction product.